From a dataset of Reaction yield outcomes from USPTO patents with 853,638 reactions. Predict the reaction yield, written as a fraction of the theoretical maximum amount of product (1.0 means a 100% yield; for example, 0.34 means a 34% yield). The reactants are [Cl:1][CH2:2][CH2:3][CH2:4][CH2:5][O:6][C:7]1[CH:16]=[C:15]2[C:10]([CH2:11][CH2:12][C:13](=[O:17])[NH:14]2)=[CH:9][CH:8]=1.[NH:18]1[CH2:23][CH2:22][CH:21]([C:24]2[C:28]3[CH:29]=[CH:30][CH:31]=[CH:32][C:27]=3S[N:25]=2)[CH2:20][CH2:19]1.C(=O)([O-])[O-:34].[K+].[K+].Cl.CCO. The catalyst is C(O)C.CC(C)=O. The product is [ClH:1].[O:34]1[C:27]2[CH:32]=[CH:31][CH:30]=[CH:29][C:28]=2[C:24]([CH:21]2[CH2:22][CH2:23][N:18]([CH2:2][CH2:3][CH2:4][CH2:5][O:6][C:7]3[CH:16]=[C:15]4[C:10]([CH2:11][CH2:12][C:13](=[O:17])[NH:14]4)=[CH:9][CH:8]=3)[CH2:19][CH2:20]2)=[N:25]1. The yield is 0.440.